This data is from Full USPTO retrosynthesis dataset with 1.9M reactions from patents (1976-2016). The task is: Predict the reactants needed to synthesize the given product. The reactants are: [Br:1][C:2]1[CH:3]=[C:4]([CH:23]=[CH:24][C:25]=1[C:26]([N:28]1[CH2:32][CH2:31][CH2:30][CH2:29]1)=[O:27])[C:5]([NH:7][C@H:8]([C:13]1[NH:17][C:16]2[CH:18]=[CH:19][C:20]([Cl:22])=[CH:21][C:15]=2[N:14]=1)[CH2:9][CH2:10][S:11][CH3:12])=[O:6].ClC1C=C(C=CC=1)C(OO)=[O:38].C(O)(=O)C.ClCl. Given the product [Br:1][C:2]1[CH:3]=[C:4]([CH:23]=[CH:24][C:25]=1[C:26]([N:28]1[CH2:29][CH2:30][CH2:31][CH2:32]1)=[O:27])[C:5]([NH:7][C@H:8]([C:13]1[NH:17][C:16]2[CH:18]=[CH:19][C:20]([Cl:22])=[CH:21][C:15]=2[N:14]=1)[CH2:9][CH2:10][S:11]([CH3:12])=[O:38])=[O:6], predict the reactants needed to synthesize it.